The task is: Regression. Given a peptide amino acid sequence and an MHC pseudo amino acid sequence, predict their binding affinity value. This is MHC class I binding data.. This data is from Peptide-MHC class I binding affinity with 185,985 pairs from IEDB/IMGT. (1) The peptide sequence is QLLLEVEQEI. The MHC is HLA-B18:01 with pseudo-sequence HLA-B18:01. The binding affinity (normalized) is 0. (2) The peptide sequence is ISLICGHSY. The MHC is HLA-A01:01 with pseudo-sequence HLA-A01:01. The binding affinity (normalized) is 0.140.